Predict the reaction yield, written as a fraction of the theoretical maximum amount of product (1.0 means a 100% yield; for example, 0.34 means a 34% yield). From a dataset of Reaction yield outcomes from USPTO patents with 853,638 reactions. The reactants are Cl[C:2]1[CH:7]=[CH:6][N:5]=[C:4]2[CH:8]=[C:9]([C:11]3[N:12]([CH3:16])[CH:13]=[CH:14][N:15]=3)[S:10][C:3]=12.FC1C=C([N+]([O-])=O)C=CC=1OC1C=CN=C2C=C(C3SC=CN=3)SC=12.[CH3:42][O:43][C:44]1[CH:45]=[C:46]([OH:53])[CH:47]=[CH:48][C:49]=1[N+:50]([O-:52])=[O:51]. No catalyst specified. The product is [CH3:42][O:43][C:44]1[CH:45]=[C:46]([CH:47]=[CH:48][C:49]=1[N+:50]([O-:52])=[O:51])[O:53][C:2]1[CH:7]=[CH:6][N:5]=[C:4]2[CH:8]=[C:9]([C:11]3[N:12]([CH3:16])[CH:13]=[CH:14][N:15]=3)[S:10][C:3]=12. The yield is 0.0900.